This data is from Full USPTO retrosynthesis dataset with 1.9M reactions from patents (1976-2016). The task is: Predict the reactants needed to synthesize the given product. (1) Given the product [NH2:40][CH:37]1[CH2:38][CH2:39][N:34]([CH2:33][CH2:32][N:17]2[CH:18]=[C:19]([NH:20][C:21]([C:23]3[CH:24]=[N:25][N:26]4[CH:31]=[CH:30][CH:29]=[N:28][C:27]=34)=[O:22])[C:15]([C:13]3[CH:14]=[C:9]([Cl:8])[CH:10]=[CH:11][C:12]=3[O:48][CH:49]([F:51])[F:50])=[N:16]2)[CH2:35][CH2:36]1, predict the reactants needed to synthesize it. The reactants are: O1CCOCC1.Cl.[Cl:8][C:9]1[CH:10]=[CH:11][C:12]([O:48][CH:49]([F:51])[F:50])=[C:13]([C:15]2[C:19]([NH:20][C:21]([C:23]3[CH:24]=[N:25][N:26]4[CH:31]=[CH:30][CH:29]=[N:28][C:27]=34)=[O:22])=[CH:18][N:17]([CH2:32][CH2:33][N:34]3[CH2:39][CH2:38][CH:37]([NH:40]C(=O)OC(C)(C)C)[CH2:36][CH2:35]3)[N:16]=2)[CH:14]=1. (2) The reactants are: [C:1]([C:3]1[CH:4]=[CH:5][C:6]([C:9](=O)[CH2:10][C:11](=O)[C:12]([O:14][CH3:15])=[O:13])=[N:7][CH:8]=1)#[N:2].[Cl:18][C:19]1[N:20]=[N:21][C:22]([NH:25][NH2:26])=[CH:23][CH:24]=1. Given the product [C:1]([C:3]1[CH:4]=[CH:5][C:6]([C:9]2[N:25]([C:22]3[N:21]=[N:20][C:19]([Cl:18])=[CH:24][CH:23]=3)[N:26]=[C:11]([C:12]([O:14][CH3:15])=[O:13])[CH:10]=2)=[N:7][CH:8]=1)#[N:2], predict the reactants needed to synthesize it. (3) Given the product [Cl:21][C:16]1[C:15]([N:14]2[C:5]3[C:4]4[CH:3]=[C:2]([C:31]5[CH:30]=[N:29][C:28]([O:42][CH3:43])=[C:27]([NH:26][CH2:24][CH3:25])[CH:32]=5)[CH:11]=[CH:10][C:9]=4[N:8]=[CH:7][C:6]=3[N:12]([CH3:23])[C:13]2=[O:22])=[CH:19][N:18]([CH3:20])[N:17]=1, predict the reactants needed to synthesize it. The reactants are: Br[C:2]1[CH:11]=[CH:10][C:9]2[N:8]=[CH:7][C:6]3[N:12]([CH3:23])[C:13](=[O:22])[N:14]([C:15]4[C:16]([Cl:21])=[N:17][N:18]([CH3:20])[CH:19]=4)[C:5]=3[C:4]=2[CH:3]=1.[CH2:24]([NH:26][C:27]1[C:28]([O:42][CH3:43])=[N:29][CH:30]=[C:31](B2OC(C)(C)C(C)(C)O2)[CH:32]=1)[CH3:25]. (4) The reactants are: [O:1]=[C:2]1[CH2:11][O:10][C:9]2[CH:8]=[C:7]3[NH:12][C:13]([C:15]([OH:17])=O)=[CH:14][C:6]3=[CH:5][C:4]=2[NH:3]1.[F:18][C:19]1[CH:31]=[CH:30][C:22]([CH2:23][CH:24]2[CH2:29][CH2:28][NH:27][CH2:26][CH2:25]2)=[CH:21][CH:20]=1. Given the product [F:18][C:19]1[CH:20]=[CH:21][C:22]([CH2:23][CH:24]2[CH2:25][CH2:26][N:27]([C:15]([C:13]3[NH:12][C:7]4=[CH:8][C:9]5[O:10][CH2:11][C:2](=[O:1])[NH:3][C:4]=5[CH:5]=[C:6]4[CH:14]=3)=[O:17])[CH2:28][CH2:29]2)=[CH:30][CH:31]=1, predict the reactants needed to synthesize it. (5) Given the product [N:31]1([CH2:36][CH2:37][CH2:38][NH:39][C:26]([CH2:25][NH:24][C:22](=[O:23])[C:21]2[CH:20]=[CH:19][C:18]([S:15](=[O:17])(=[O:16])[NH:14][C:9]3[CH:10]=[CH:11][CH:12]=[CH:13][C:8]=3[O:1][C:2]3[CH:3]=[CH:4][CH:5]=[CH:6][CH:7]=3)=[CH:30][CH:29]=2)=[O:27])[CH:35]=[CH:34][N:33]=[CH:32]1, predict the reactants needed to synthesize it. The reactants are: [O:1]([C:8]1[CH:13]=[CH:12][CH:11]=[CH:10][C:9]=1[NH:14][S:15]([C:18]1[CH:30]=[CH:29][C:21]([C:22]([NH:24][CH2:25][C:26](O)=[O:27])=[O:23])=[CH:20][CH:19]=1)(=[O:17])=[O:16])[C:2]1[CH:7]=[CH:6][CH:5]=[CH:4][CH:3]=1.[N:31]1([CH2:36][CH2:37][CH2:38][NH2:39])[CH:35]=[CH:34][N:33]=[CH:32]1. (6) Given the product [C:13]([C:17]1[N:22]=[C:21]([NH:23][C:2]2[CH:7]=[C:6]([Cl:8])[N:5]=[N:4][C:3]=2[C:9]([O:11][CH3:12])=[O:10])[CH:20]=[CH:19][CH:18]=1)([CH3:16])([CH3:14])[CH3:15], predict the reactants needed to synthesize it. The reactants are: Cl[C:2]1[CH:7]=[C:6]([Cl:8])[N:5]=[N:4][C:3]=1[C:9]([O:11][CH3:12])=[O:10].[C:13]([C:17]1[N:22]=[C:21]([NH2:23])[CH:20]=[CH:19][CH:18]=1)([CH3:16])([CH3:15])[CH3:14]. (7) Given the product [Cl:30][C:24]1[C:25]([Cl:29])=[CH:26][CH:27]=[CH:28][C:23]=1[CH2:22][N:20]1[C:5]2=[N:6][C:7]([N:14]3[CH2:15][CH2:16][O:17][CH2:18][CH2:19]3)=[CH:8][C:9]([C:10]([O:12][CH3:13])=[O:11])=[C:4]2[N:3]=[C:2]1[CH3:1], predict the reactants needed to synthesize it. The reactants are: [CH3:1][C:2]1[NH:20][C:5]2=[N:6][C:7]([N:14]3[CH2:19][CH2:18][O:17][CH2:16][CH2:15]3)=[CH:8][C:9]([C:10]([O:12][CH3:13])=[O:11])=[C:4]2[N:3]=1.Br[CH2:22][C:23]1[CH:28]=[CH:27][CH:26]=[C:25]([Cl:29])[C:24]=1[Cl:30].C([O-])([O-])=O.[Na+].[Na+].O. (8) Given the product [CH3:11][C:7]1[C:8]([C:20]#[C:19][C:16]2[CH:15]=[N:14][C:13]([NH2:12])=[N:18][CH:17]=2)=[CH:9][C:4]([N+:1]([O-:3])=[O:2])=[CH:5][N:6]=1, predict the reactants needed to synthesize it. The reactants are: [N+:1]([C:4]1[CH:5]=[N:6][C:7]([CH3:11])=[C:8](Br)[CH:9]=1)([O-:3])=[O:2].[NH2:12][C:13]1[N:18]=[CH:17][C:16]([C:19]#[CH:20])=[CH:15][N:14]=1. (9) Given the product [F:13][C:5]1[CH:4]=[C:3]([CH2:1][OH:16])[CH:12]=[CH:11][C:6]=1[C:7]([O:9][CH3:10])=[O:8], predict the reactants needed to synthesize it. The reactants are: [C:1]([C:3]1[CH:12]=[CH:11][C:6]([C:7]([O:9][CH3:10])=[O:8])=[C:5]([F:13])[CH:4]=1)#N.C(O)(=[O:16])C.